Dataset: Forward reaction prediction with 1.9M reactions from USPTO patents (1976-2016). Task: Predict the product of the given reaction. (1) The product is: [OH:26][C:23]1[CH:22]=[CH:21][C:20]([C:18]2[O:19][C:11]3[NH:10][CH:15]=[CH:14][C:13](=[O:16])[C:12]=3[C:17]=2[C:34]2[CH:35]=[CH:36][CH:37]=[CH:38][CH:39]=2)=[CH:25][CH:24]=1. Given the reactants [H][H].C([N:10]1[CH:15]=[CH:14][C:13](=[O:16])[C:12]2[C:17]([C:34]3[CH:39]=[CH:38][CH:37]=[CH:36][CH:35]=3)=[C:18]([C:20]3[CH:25]=[CH:24][C:23]([O:26]CC4C=CC=CC=4)=[CH:22][CH:21]=3)[O:19][C:11]1=2)C1C=CC=CC=1.ClCCl.C(O)(=O)C, predict the reaction product. (2) Given the reactants [CH3:1][N:2]1[CH2:6][C:5]([C:7]2[C:15]3[C:10](=[N:11][CH:12]=[C:13]([CH2:16][CH:17]4[CH2:22][CH2:21][C:20](=[O:23])[CH2:19][CH2:18]4)[CH:14]=3)[N:9](COCC[Si](C)(C)C)[CH:8]=2)=[CH:4][NH:3]1.Cl, predict the reaction product. The product is: [CH3:1][N:2]1[CH2:6][C:5]([C:7]2[C:15]3[C:10](=[N:11][CH:12]=[C:13]([CH2:16][CH:17]4[CH2:22][CH2:21][C:20](=[O:23])[CH2:19][CH2:18]4)[CH:14]=3)[NH:9][CH:8]=2)=[CH:4][NH:3]1. (3) Given the reactants C[Si]([N-][Si](C)(C)C)(C)C.[Na+].O1CCCC1.Cl[C:17]1[C:26]2[C:21](=[CH:22][C:23]([O:29][CH2:30][CH2:31][CH2:32][N:33]3[CH2:38][CH2:37][O:36][CH2:35][CH2:34]3)=[C:24]([O:27][CH3:28])[CH:25]=2)[N:20]=[CH:19][N:18]=1.[Cl:39][C:40]1[CH:48]=[C:47]([C:49]#[C:50][C:51]([O:54][CH3:55])([CH3:53])[CH3:52])[C:43]2[O:44][CH2:45][O:46][C:42]=2[C:41]=1[NH2:56], predict the reaction product. The product is: [Cl:39][C:40]1[CH:48]=[C:47]([C:49]#[C:50][C:51]([O:54][CH3:55])([CH3:53])[CH3:52])[C:43]2[O:44][CH2:45][O:46][C:42]=2[C:41]=1[NH:56][C:17]1[C:26]2[C:21](=[CH:22][C:23]([O:29][CH2:30][CH2:31][CH2:32][N:33]3[CH2:38][CH2:37][O:36][CH2:35][CH2:34]3)=[C:24]([O:27][CH3:28])[CH:25]=2)[N:20]=[CH:19][N:18]=1. (4) The product is: [CH3:42][N:35]([C:36]1[CH:41]=[CH:40][CH:39]=[CH:38][CH:37]=1)[NH:34][C:32]([C:30]1[S:29][C:19]2[NH:20][N:21]=[C:17]([NH:16][C:14](=[O:15])[C:13]3[CH:43]=[CH:44][C:10]([CH2:9][N:6]4[CH2:5][CH2:4][NH:3][CH:2]([CH3:1])[CH2:7]4)=[CH:11][CH:12]=3)[C:18]=2[CH:31]=1)=[O:33]. Given the reactants [CH3:1][CH:2]1[CH2:7][NH:6][CH2:5][CH2:4][NH:3]1.Cl[CH2:9][C:10]1[CH:44]=[CH:43][C:13]([C:14]([NH:16][C:17]2[C:18]3[CH:31]=[C:30]([C:32]([NH:34][N:35]([CH3:42])[C:36]4[CH:41]=[CH:40][CH:39]=[CH:38][CH:37]=4)=[O:33])[S:29][C:19]=3[N:20](C(OC(C)(C)C)=O)[N:21]=2)=[O:15])=[CH:12][CH:11]=1.ClCC1C=CC(C(NC2C3C=C(C(NN(C4C=CC(Cl)=CC=4)C)=O)SC=3N(C(OC(C)(C)C)=O)N=2)=O)=CC=1, predict the reaction product. (5) Given the reactants [O:1]=[C:2]1[N:6]([C:7]2[CH:14]=[CH:13][C:10]([C:11]#[N:12])=[C:9]([C:15]([F:18])([F:17])[F:16])[CH:8]=2)[C@H:5]2[CH2:19][CH2:20][CH2:21][CH2:22][C@@H:4]2[NH:3]1.Br[C:24]1[CH:34]=[CH:33][C:27]([C:28]([O:30][CH2:31][CH3:32])=[O:29])=[CH:26][CH:25]=1, predict the reaction product. The product is: [C:11]([C:10]1[CH:13]=[CH:14][C:7]([N:6]2[C@H:5]3[CH2:19][CH2:20][CH2:21][CH2:22][C@@H:4]3[N:3]([C:24]3[CH:34]=[CH:33][C:27]([C:28]([O:30][CH2:31][CH3:32])=[O:29])=[CH:26][CH:25]=3)[C:2]2=[O:1])=[CH:8][C:9]=1[C:15]([F:18])([F:16])[F:17])#[N:12]. (6) Given the reactants [CH2:1]([O:8][C:9]1[CH:17]=[CH:16][CH:15]=[CH:14][C:10]=1[C:11](O)=[O:12])[C:2]1[CH:7]=[CH:6][CH:5]=[CH:4][CH:3]=1.O=S(Cl)[Cl:20], predict the reaction product. The product is: [CH2:1]([O:8][C:9]1[CH:17]=[CH:16][CH:15]=[CH:14][C:10]=1[C:11]([Cl:20])=[O:12])[C:2]1[CH:7]=[CH:6][CH:5]=[CH:4][CH:3]=1. (7) Given the reactants I[C:2]1[C:7]([O:8][C:9]2[C:18]3[C:13](=[CH:14][C:15]([O:21][CH3:22])=[C:16]([O:19][CH3:20])[CH:17]=3)[N:12]=[CH:11][CH:10]=2)=[CH:6][CH:5]=[C:4]([CH3:23])[N:3]=1.[F:24][C:25]1[CH:30]=[CH:29][C:28](B(O)O)=[CH:27][CH:26]=1.C(=O)([O-])O.[Na+], predict the reaction product. The product is: [F:24][C:25]1[CH:30]=[CH:29][C:28]([C:2]2[C:7]([O:8][C:9]3[C:18]4[C:13](=[CH:14][C:15]([O:21][CH3:22])=[C:16]([O:19][CH3:20])[CH:17]=4)[N:12]=[CH:11][CH:10]=3)=[CH:6][CH:5]=[C:4]([CH3:23])[N:3]=2)=[CH:27][CH:26]=1. (8) Given the reactants [OH:1][CH2:2][C@H:3]1[CH2:8][CH2:7][CH2:6][CH2:5][NH:4]1.S(O[CH2:14][CH2:15][C:16]1[CH:21]=[CH:20][C:19]2[O:22][CH2:23][O:24][C:18]=2[CH:17]=1)(=O)(=O)C.C(=O)([O-])[O-].[Na+].[Na+].[I-].[Na+], predict the reaction product. The product is: [OH:1][CH2:2][C@H:3]1[CH2:8][CH2:7][CH2:6][CH2:5][N:4]1[CH2:14][CH2:15][C:16]1[CH:21]=[CH:20][C:19]2[O:22][CH2:23][O:24][C:18]=2[CH:17]=1.